This data is from Catalyst prediction with 721,799 reactions and 888 catalyst types from USPTO. The task is: Predict which catalyst facilitates the given reaction. (1) Reactant: [Cl:1][C:2]1[CH:3]=[C:4]([CH:7]=[C:8]([Cl:22])[C:9]=1[O:10][C:11]1[CH:16]=[CH:15][C:14]([O:17][CH3:18])=[C:13]([CH:19]([CH3:21])[CH3:20])[CH:12]=1)[CH:5]=O.[CH2:23]1[S:29][C:27](=[O:28])[NH:26][C:24]1=[O:25].C([O-])(=O)C.[NH2+]1CCCCC1.N1CCCCC1.C(O)(=O)C. Product: [Cl:1][C:2]1[CH:3]=[C:4]([CH:7]=[C:8]([Cl:22])[C:9]=1[O:10][C:11]1[CH:16]=[CH:15][C:14]([O:17][CH3:18])=[C:13]([CH:19]([CH3:21])[CH3:20])[CH:12]=1)[CH:5]=[C:23]1[S:29][C:27](=[O:28])[NH:26][C:24]1=[O:25]. The catalyst class is: 133. (2) Reactant: C(OC([NH:8][C:9]1[CH:14]=[CH:13][C:12]([CH:15]([CH2:21][CH2:22][CH2:23][CH3:24])[C:16]([O:18][CH2:19][CH3:20])=[O:17])=[CH:11][C:10]=1[C:25](=O)[C:26]([N:28]1[CH2:36][C:35]2[C:30](=[CH:31][CH:32]=[CH:33][CH:34]=2)[CH2:29]1)=[O:27])=O)(C)(C)C.[F-].[Cs+].C[Si]([N:44]=[C:45]=[N:46][Si](C)(C)C)(C)C.Cl.C(=O)(O)[O-]. Product: [NH2:44][C:45]1[N:46]=[C:25]([C:26]([N:28]2[CH2:29][C:30]3[C:35](=[CH:34][CH:33]=[CH:32][CH:31]=3)[CH2:36]2)=[O:27])[C:10]2[C:9](=[CH:14][CH:13]=[C:12]([CH:15]([CH2:21][CH2:22][CH2:23][CH3:24])[C:16]([O:18][CH2:19][CH3:20])=[O:17])[CH:11]=2)[N:8]=1. The catalyst class is: 10. (3) Reactant: N#N.[CH3:3][S:4]([C:7]1[O:11][C:10]([CH2:12][N:13]2[CH:17]=[C:16]([N+:18]([O-])=O)[CH:15]=[N:14]2)=[CH:9][CH:8]=1)(=[O:6])=[O:5].[NH4+].[Cl-]. Product: [CH3:3][S:4]([C:7]1[O:11][C:10]([CH2:12][N:13]2[CH:17]=[C:16]([NH2:18])[CH:15]=[N:14]2)=[CH:9][CH:8]=1)(=[O:6])=[O:5]. The catalyst class is: 314. (4) Reactant: CO[CH2:3][NH:4][CH2:5][CH2:6][C@H:7]([C:9]1[CH:14]=[CH:13][CH:12]=[CH:11][CH:10]=1)[OH:8]. Product: [CH3:3][NH:4][CH2:5][CH2:6][C@H:7]([C:9]1[CH:14]=[CH:13][CH:12]=[CH:11][CH:10]=1)[OH:8]. The catalyst class is: 94. (5) Reactant: [CH3:1][C:2]([CH3:8])([CH3:7])[CH2:3][C:4](Cl)=[O:5].[Br:9][C:10]1[CH:15]=[CH:14][C:13]([NH2:16])=[C:12]([Cl:17])[CH:11]=1.O. Product: [Br:9][C:10]1[CH:15]=[CH:14][C:13]([NH:16][C:4](=[O:5])[CH2:3][C:2]([CH3:8])([CH3:7])[CH3:1])=[C:12]([Cl:17])[CH:11]=1. The catalyst class is: 10. (6) Reactant: [Cl:1][C:2]1[CH:21]=[C:20]([O:22][CH3:23])[CH:19]=[CH:18][C:3]=1[O:4][C:5]1[S:6][C:7]([C:10]2[CH:14]=[C:13]([CH:15]([NH2:17])[CH3:16])[O:12][N:11]=2)=[CH:8][N:9]=1.C(N(CC)CC)C.[C:31](OC(=O)C)(=[O:33])[CH3:32]. Product: [Cl:1][C:2]1[CH:21]=[C:20]([O:22][CH3:23])[CH:19]=[CH:18][C:3]=1[O:4][C:5]1[S:6][C:7]([C:10]2[CH:14]=[C:13]([CH:15]([NH:17][C:31](=[O:33])[CH3:32])[CH3:16])[O:12][N:11]=2)=[CH:8][N:9]=1. The catalyst class is: 4. (7) Reactant: [C:1]1([S:7]([NH:10][C:11]2[CH:16]=[CH:15][C:14]([CH2:17][CH2:18][CH2:19][C:20]([OH:22])=O)=[CH:13][CH:12]=2)(=[O:9])=[O:8])[CH:6]=[CH:5][CH:4]=[CH:3][CH:2]=1.Cl.CN(C)CCCN=C=NCC.O.[OH:36][N:37]1C2C=CC=CC=2N=N1.NOC1CCCCO1.C12(CS(O)(=O)=O)C(C)(C)C(CC1)CC2=O. Product: [OH:36][NH:37][C:20](=[O:22])[CH2:19][CH2:18][CH2:17][C:14]1[CH:15]=[CH:16][C:11]([NH:10][S:7]([C:1]2[CH:6]=[CH:5][CH:4]=[CH:3][CH:2]=2)(=[O:9])=[O:8])=[CH:12][CH:13]=1. The catalyst class is: 3. (8) Reactant: [Cl:1][C:2]1[CH:7]=[C:6](I)[C:5]([C:9]([F:12])([F:11])[F:10])=[CH:4][N:3]=1.CC1(C)OB([C:19]2[CH:20]=[N:21][C:22]([C:25]([F:28])([F:27])[F:26])=[N:23][CH:24]=2)OC1(C)C.C(=O)([O-])[O-].[K+].[K+]. Product: [Cl:1][C:2]1[CH:7]=[C:6]([C:19]2[CH:20]=[N:21][C:22]([C:25]([F:28])([F:27])[F:26])=[N:23][CH:24]=2)[C:5]([C:9]([F:12])([F:11])[F:10])=[CH:4][N:3]=1. The catalyst class is: 551.